Dataset: TCR-epitope binding with 47,182 pairs between 192 epitopes and 23,139 TCRs. Task: Binary Classification. Given a T-cell receptor sequence (or CDR3 region) and an epitope sequence, predict whether binding occurs between them. (1) The TCR CDR3 sequence is CAWSPLEIAGTDTQYF. Result: 1 (the TCR binds to the epitope). The epitope is PKYVKQNTLKLAT. (2) The epitope is FLPRVFSAV. The TCR CDR3 sequence is CASSPGQGMAGELFF. Result: 0 (the TCR does not bind to the epitope). (3) The epitope is QARQMVQAMRTIGTHP. The TCR CDR3 sequence is CASSSQGNTIYF. Result: 1 (the TCR binds to the epitope). (4) The epitope is FVDGVPFVV. The TCR CDR3 sequence is CASSYGRDEAFF. Result: 1 (the TCR binds to the epitope). (5) The epitope is RLRAEAQVK. The TCR CDR3 sequence is CASSELAGGPETQYF. Result: 1 (the TCR binds to the epitope). (6) The epitope is TSNQVAVLY. The TCR CDR3 sequence is CASSLSTTNEQFF. Result: 1 (the TCR binds to the epitope).